Dataset: NCI-60 drug combinations with 297,098 pairs across 59 cell lines. Task: Regression. Given two drug SMILES strings and cell line genomic features, predict the synergy score measuring deviation from expected non-interaction effect. (1) Drug 1: C1=CC=C(C(=C1)C(C2=CC=C(C=C2)Cl)C(Cl)Cl)Cl. Drug 2: N.N.Cl[Pt+2]Cl. Cell line: OVCAR-5. Synergy scores: CSS=51.5, Synergy_ZIP=-0.635, Synergy_Bliss=1.87, Synergy_Loewe=9.32, Synergy_HSA=5.88. (2) Drug 1: CC1C(C(CC(O1)OC2CC(CC3=C2C(=C4C(=C3O)C(=O)C5=C(C4=O)C(=CC=C5)OC)O)(C(=O)C)O)N)O.Cl. Drug 2: C1=CN(C(=O)N=C1N)C2C(C(C(O2)CO)O)O.Cl. Cell line: HCT116. Synergy scores: CSS=64.1, Synergy_ZIP=-0.109, Synergy_Bliss=-0.352, Synergy_Loewe=-0.0834, Synergy_HSA=3.61.